From a dataset of Forward reaction prediction with 1.9M reactions from USPTO patents (1976-2016). Predict the product of the given reaction. (1) The product is: [Cl:1][C:2]1[CH:3]=[C:4]([C@@H:8]([NH:9][S@@:10]([C:12]([CH3:15])([CH3:14])[CH3:13])=[O:11])[CH2:18][CH:17]=[CH2:16])[CH:5]=[N:6][CH:7]=1. Given the reactants [Cl:1][C:2]1[CH:3]=[C:4](/[CH:8]=[N:9]/[S@@:10]([C:12]([CH3:15])([CH3:14])[CH3:13])=[O:11])[CH:5]=[N:6][CH:7]=1.[CH2:16](Br)[CH:17]=[CH2:18].[In], predict the reaction product. (2) Given the reactants C(N(CC)CC)C.C(OC(N1CCC(C(O)=O)CC1)=O)(C)(C)C.[Li+].[Cl-].CN(C([O:33][N:34]1[N:42]=[N:41][C:36]2[CH:37]=[CH:38][CH:39]=[CH:40][C:35]1=2)=[N+](C)C)C.[B-](F)(F)(F)F.C1(CS(N)(=O)=O)C=CC=CC=1.Cl, predict the reaction product. The product is: [CH:38]1[CH:39]=[CH:40][C:35]2[N:34]([OH:33])[N:42]=[N:41][C:36]=2[CH:37]=1. (3) Given the reactants [O:1]1[CH:5]=[CH:4][CH:3]=[C:2]1[NH:6][C:7](=[O:13])[O:8][C:9]([CH3:12])([CH3:11])[CH3:10].[C:14]([O:22][CH3:23])(=[O:21])[C:15]#[C:16][C:17]([O:19][CH3:20])=[O:18], predict the reaction product. The product is: [C:9]([O:8][C:7]([NH:6][C:2]1[CH:3]=[CH:4][C:5]([OH:1])=[C:16]([C:17]([O:19][CH3:20])=[O:18])[C:15]=1[C:14]([O:22][CH3:23])=[O:21])=[O:13])([CH3:12])([CH3:11])[CH3:10]. (4) Given the reactants [CH3:1][C:2]1[CH:11]=[C:10]([CH2:12][OH:13])[C:9]2[C:4](=[CH:5][CH:6]=[CH:7][CH:8]=2)[N:3]=1.C(N(CC)CC)C.[CH3:21][S:22](Cl)(=[O:24])=[O:23], predict the reaction product. The product is: [CH3:1][C:2]1[CH:11]=[C:10]([CH2:12][O:13][S:22]([CH3:21])(=[O:24])=[O:23])[C:9]2[C:4](=[CH:5][CH:6]=[CH:7][CH:8]=2)[N:3]=1. (5) Given the reactants [Cl:1][C:2]1[CH:3]=[C:4]([CH:24]=[CH:25][C:26]=1[O:27][C:28]([F:31])([F:30])[F:29])[O:5][C:6]1[CH:15]=[CH:14][C:9]([C:10]([O:12]C)=[O:11])=[CH:8][C:7]=1[C:16]1[C:17]([O:22][CH3:23])=[N:18][CH:19]=[CH:20][CH:21]=1.O.[OH-].[Li+].Cl, predict the reaction product. The product is: [Cl:1][C:2]1[CH:3]=[C:4]([CH:24]=[CH:25][C:26]=1[O:27][C:28]([F:31])([F:29])[F:30])[O:5][C:6]1[CH:15]=[CH:14][C:9]([C:10]([OH:12])=[O:11])=[CH:8][C:7]=1[C:16]1[C:17]([O:22][CH3:23])=[N:18][CH:19]=[CH:20][CH:21]=1.